From a dataset of Reaction yield outcomes from USPTO patents with 853,638 reactions. Predict the reaction yield, written as a fraction of the theoretical maximum amount of product (1.0 means a 100% yield; for example, 0.34 means a 34% yield). (1) The reactants are [CH2:1]([O:3][C:4](=[O:19])[CH2:5][C:6]1[C:15]2[C:10](=[CH:11][CH:12]=[C:13]([O:16][CH3:17])[N:14]=2)[N:9]=[CH:8][C:7]=1[F:18])[CH3:2].Br[CH2:21][C:22]#[N:23].O. The catalyst is C1COCC1. The product is [CH2:1]([O:3][C:4](=[O:19])[CH:5]([C:6]1[C:15]2[C:10](=[CH:11][CH:12]=[C:13]([O:16][CH3:17])[N:14]=2)[N:9]=[CH:8][C:7]=1[F:18])[CH2:21][C:22]#[N:23])[CH3:2]. The yield is 0.897. (2) The catalyst is C1C=CC(P(C2C=CC=CC=2)[C-]2C=CC=C2)=CC=1.C1C=CC(P(C2C=CC=CC=2)[C-]2C=CC=C2)=CC=1.Cl[Pd]Cl.[Fe+2]. The reactants are Cl[C:2]1[CH:3]=[CH:4][C:5]2[N:11]3[CH2:12][CH2:13][CH:8]([CH2:9][CH2:10]3)[NH:7][C:6]=2[N:14]=1.[F:15][C:16]([F:27])([F:26])[C:17]1[CH:18]=[C:19](B(O)O)[CH:20]=[CH:21][CH:22]=1.C([O-])([O-])=O.[Cs+].[Cs+]. The product is [F:15][C:16]([F:27])([F:26])[C:17]1[CH:22]=[C:21]([C:2]2[CH:3]=[CH:4][C:5]3[N:11]4[CH2:12][CH2:13][CH:8]([CH2:9][CH2:10]4)[NH:7][C:6]=3[N:14]=2)[CH:20]=[CH:19][CH:18]=1. The yield is 0.480. (3) The product is [CH:22]1([CH2:30][C:29]([NH:1][C:2]2[CH:11]=[CH:10][CH:9]=[C:8]3[C:3]=2[C:4](=[O:21])[N:5]([CH:13]2[CH2:18][CH2:17][C:16](=[O:19])[NH:15][C:14]2=[O:20])[C:6]([CH3:12])=[N:7]3)=[O:28])[CH2:25][CH2:23]1. The yield is 0.230. The reactants are [NH2:1][C:2]1[CH:11]=[CH:10][CH:9]=[C:8]2[C:3]=1[C:4](=[O:21])[N:5]([CH:13]1[CH2:18][CH2:17][C:16](=[O:19])[NH:15][C:14]1=[O:20])[C:6]([CH3:12])=[N:7]2.[CH:22]1([C:25](Cl)=O)C[CH2:23]1.[O:28]1CC[CH2:30][CH2:29]1. No catalyst specified. (4) The reactants are C(N(C(C)C)CC)(C)C.FC(F)(F)C(O)=O.[CH3:17][O:18][C:19](=[O:38])[CH2:20][C:21]1[CH:30]=[C:29]([CH:31]2[CH2:36][CH2:35][NH:34][CH2:33][CH2:32]2)[C:28]2[C:23](=[CH:24][CH:25]=[C:26]([F:37])[CH:27]=2)[CH:22]=1.[Cl:39][C:40]1[CH:45]=[CH:44][C:43]([S:46](Cl)(=[O:48])=[O:47])=[CH:42][CH:41]=1. The catalyst is O1CCCC1. The product is [CH3:17][O:18][C:19](=[O:38])[CH2:20][C:21]1[CH:30]=[C:29]([CH:31]2[CH2:36][CH2:35][N:34]([S:46]([C:43]3[CH:44]=[CH:45][C:40]([Cl:39])=[CH:41][CH:42]=3)(=[O:48])=[O:47])[CH2:33][CH2:32]2)[C:28]2[C:23](=[CH:24][CH:25]=[C:26]([F:37])[CH:27]=2)[CH:22]=1. The yield is 0.500.